Predict the reaction yield, written as a fraction of the theoretical maximum amount of product (1.0 means a 100% yield; for example, 0.34 means a 34% yield). From a dataset of Reaction yield outcomes from USPTO patents with 853,638 reactions. The reactants are [F:1][C:2]1[CH:7]=[C:6]([C:8]#[C:9][CH:10]([OH:12])[CH3:11])[CH:5]=[CH:4][N:3]=1.[I-].[NH2:14][N+:15]1[CH:20]=[CH:19][CH:18]=[CH:17][CH:16]=1. The catalyst is C(#N)C. The product is [F:1][C:2]1[CH:7]=[C:6]([C:8]2[C:9]([CH:10]([OH:12])[CH3:11])=[N:14][N:15]3[CH:20]=[CH:19][CH:18]=[CH:17][C:16]=23)[CH:5]=[CH:4][N:3]=1. The yield is 0.460.